From a dataset of Forward reaction prediction with 1.9M reactions from USPTO patents (1976-2016). Predict the product of the given reaction. (1) Given the reactants COC1C=CC(N2CCN(CCC3C=CC=CC=3)CC2)=CC=1C.[F:24][C:25]1[CH:30]=[C:29]([O:31]C)[CH:28]=[CH:27][C:26]=1[N:33]1[CH2:38][CH2:37][N:36]([CH2:39][CH2:40][C:41]2[CH:46]=[CH:45][CH:44]=[CH:43][CH:42]=2)[CH2:35][CH2:34]1, predict the reaction product. The product is: [F:24][C:25]1[CH:30]=[C:29]([OH:31])[CH:28]=[CH:27][C:26]=1[N:33]1[CH2:38][CH2:37][N:36]([CH2:39][CH2:40][C:41]2[CH:42]=[CH:43][CH:44]=[CH:45][CH:46]=2)[CH2:35][CH2:34]1. (2) Given the reactants C([O:5][C:6]([C:8]1[CH:16]=[C:15]2[C:11]([CH:12]=[CH:13][N:14]2[CH2:17][C:18](=[O:35])[CH2:19][O:20][C:21]2[CH:26]=[CH:25][C:24]([CH2:27][CH2:28][CH2:29][CH2:30][CH2:31][CH2:32][CH2:33][CH3:34])=[CH:23][CH:22]=2)=[CH:10][CH:9]=1)=[O:7])(C)(C)C.FC(F)(F)C(O)=O, predict the reaction product. The product is: [CH2:27]([C:24]1[CH:23]=[CH:22][C:21]([O:20][CH2:19][C:18](=[O:35])[CH2:17][N:14]2[C:15]3[C:11](=[CH:10][CH:9]=[C:8]([C:6]([OH:7])=[O:5])[CH:16]=3)[CH:12]=[CH:13]2)=[CH:26][CH:25]=1)[CH2:28][CH2:29][CH2:30][CH2:31][CH2:32][CH2:33][CH3:34]. (3) Given the reactants [F:1][C:2]([F:11])([F:10])[C:3](=[O:9])[CH2:4][C:5](=[O:8])[CH2:6][CH3:7].[Cl:12][C:13]1[CH:14]=[C:15]([CH:18]=[C:19]([Cl:21])[CH:20]=1)[CH:16]=O, predict the reaction product. The product is: [Cl:12][C:13]1[CH:14]=[C:15]([CH:18]=[C:19]([Cl:21])[CH:20]=1)[CH:16]=[C:4]([C:5](=[O:8])[CH2:6][CH3:7])[C:3](=[O:9])[C:2]([F:10])([F:11])[F:1]. (4) Given the reactants C(OC(=O)[NH:7][CH2:8][CH2:9][NH:10][C:11]1[C:12]([C:16]2[NH:20][C:19]3[CH:21]=[CH:22][CH:23]=[CH:24][C:18]=3[N:17]=2)=[N:13][NH:14][CH:15]=1)(C)(C)C, predict the reaction product. The product is: [NH:20]1[C:19]2[CH:21]=[CH:22][CH:23]=[CH:24][C:18]=2[N:17]=[C:16]1[C:12]1[C:11]([NH:10][CH2:9][CH2:8][NH2:7])=[CH:15][NH:14][N:13]=1.